From a dataset of Catalyst prediction with 721,799 reactions and 888 catalyst types from USPTO. Predict which catalyst facilitates the given reaction. Reactant: [CH2:1]([O:8][N:9]1[C:15](=[O:16])[N:14]2[CH2:17][C@H:10]1[CH2:11][CH2:12][C@H:13]2[C:18]([OH:20])=O)[C:2]1[CH:7]=[CH:6][CH:5]=[CH:4][CH:3]=1.[NH2:21][O:22][CH2:23][C@@H:24]([NH:26][C:27](=[O:33])[O:28][C:29]([CH3:32])([CH3:31])[CH3:30])[CH3:25].ON1C2C=CC=CC=2N=N1.Cl.C(N=C=NCCCN(C)C)C. Product: [CH2:1]([O:8][N:9]1[C:15](=[O:16])[N:14]2[CH2:17][C@H:10]1[CH2:11][CH2:12][C@H:13]2[C:18]([NH:21][O:22][CH2:23][C@@H:24]([NH:26][C:27](=[O:33])[O:28][C:29]([CH3:32])([CH3:31])[CH3:30])[CH3:25])=[O:20])[C:2]1[CH:3]=[CH:4][CH:5]=[CH:6][CH:7]=1. The catalyst class is: 2.